Predict which catalyst facilitates the given reaction. From a dataset of Catalyst prediction with 721,799 reactions and 888 catalyst types from USPTO. (1) Reactant: [CH2:1]([NH:5][CH2:6][C:7]1[S:8][C:9]([C:12]2[CH:17]=[CH:16][CH:15]=[C:14]([S:18]([CH3:21])(=[O:20])=[O:19])[CH:13]=2)=[CH:10][CH:11]=1)[CH:2]([CH3:4])[CH3:3].[F:22][C:23]1[CH:28]=[CH:27][CH:26]=[CH:25][C:24]=1[S:29](Cl)(=[O:31])=[O:30].C(N(CC)C(C)C)(C)C. Product: [F:22][C:23]1[CH:28]=[CH:27][CH:26]=[CH:25][C:24]=1[S:29]([N:5]([CH2:1][CH:2]([CH3:4])[CH3:3])[CH2:6][C:7]1[S:8][C:9]([C:12]2[CH:17]=[CH:16][CH:15]=[C:14]([S:18]([CH3:21])(=[O:20])=[O:19])[CH:13]=2)=[CH:10][CH:11]=1)(=[O:31])=[O:30]. The catalyst class is: 4. (2) Reactant: [Br:1][C:2]1[C:3]([F:19])=[CH:4][C:5]([N+:16]([O-:18])=[O:17])=[C:6]([NH:8][C:9]2[CH:14]=[CH:13][N:12]=[C:11](Cl)[N:10]=2)[CH:7]=1.[OH-].[NH4+:21].[NH4+]. Product: [Br:1][C:2]1[C:3]([F:19])=[CH:4][C:5]([N+:16]([O-:18])=[O:17])=[C:6]([NH:8][C:9]2[CH:14]=[CH:13][N:12]=[C:11]([NH2:21])[N:10]=2)[CH:7]=1. The catalyst class is: 41. (3) Reactant: [CH2:1]([O:3][C:4](=[O:16])[C:5]1[CH:10]=[C:9]([OH:11])[C:8]([NH2:12])=[CH:7][C:6]=1[N+:13]([O-:15])=[O:14])[CH3:2].[C:17](Cl)(=[O:24])[C:18]1[CH:23]=[CH:22][CH:21]=[CH:20][CH:19]=1. Product: [CH2:1]([O:3][C:4](=[O:16])[C:5]1[CH:10]=[C:9]([OH:11])[C:8]([NH:12][C:17](=[O:24])[C:18]2[CH:23]=[CH:22][CH:21]=[CH:20][CH:19]=2)=[CH:7][C:6]=1[N+:13]([O-:15])=[O:14])[CH3:2]. The catalyst class is: 12. (4) Reactant: [C:1]([O:5][C:6]([NH:8][CH2:9][CH2:10][C@H:11]1[CH2:16][CH2:15][C@H:14]([CH2:17][O:18][C:19](=[O:21])[CH3:20])[CH2:13][CH2:12]1)=[O:7])([CH3:4])([CH3:3])[CH3:2].[CH3:22]I.[H-].[Na+]. Product: [C:1]([O:5][C:6]([N:8]([CH3:22])[CH2:9][CH2:10][C@H:11]1[CH2:16][CH2:15][C@H:14]([CH2:17][O:18][C:19](=[O:21])[CH3:20])[CH2:13][CH2:12]1)=[O:7])([CH3:4])([CH3:2])[CH3:3]. The catalyst class is: 3. (5) Reactant: [CH2:1]([C:5]1[C:13]2[C:8](=[CH:9][C:10]([C:14]([F:17])([F:16])[F:15])=[CH:11][CH:12]=2)[NH:7][CH:6]=1)[CH:2]([CH3:4])[CH3:3].Br[C:19]1[S:20][CH:21]=[C:22]([C:24]([O:26][CH2:27][CH3:28])=[O:25])[N:23]=1.P([O-])([O-])([O-])=O.[K+].[K+].[K+].CN[C@@H]1CCCC[C@H]1NC. Product: [CH2:1]([C:5]1[C:13]2[C:8](=[CH:9][C:10]([C:14]([F:17])([F:15])[F:16])=[CH:11][CH:12]=2)[N:7]([C:19]2[S:20][CH:21]=[C:22]([C:24]([O:26][CH2:27][CH3:28])=[O:25])[N:23]=2)[CH:6]=1)[CH:2]([CH3:4])[CH3:3]. The catalyst class is: 432. (6) Reactant: Cl[C:2]1[C:11]2[C:6](=[CH:7][C:8]([O:12][CH3:13])=[CH:9][CH:10]=2)[N:5]=[C:4]([N:14]2[CH:18]=[CH:17][C:16]([NH:19][CH:20]([CH3:22])[CH3:21])=[N:15]2)[CH:3]=1.O.C([O-])(=[O:26])C.[Na+]. Product: [OH:26][C:2]1[C:11]2[C:6](=[CH:7][C:8]([O:12][CH3:13])=[CH:9][CH:10]=2)[N:5]=[C:4]([N:14]2[CH:18]=[CH:17][C:16]([NH:19][CH:20]([CH3:22])[CH3:21])=[N:15]2)[CH:3]=1. The catalyst class is: 15. (7) Reactant: [NH2:1][C:2]1[N:3]=[CH:4][C:5]2[CH2:11][N:10]([C:12]3[CH:13]=[C:14]([CH:18]=[CH:19][CH:20]=3)[C:15](O)=[O:16])[CH2:9][CH2:8][C:6]=2[N:7]=1.[CH2:21]([C:24]1[CH:30]=[CH:29][C:27]([NH2:28])=[CH:26][CH:25]=1)[CH2:22][CH3:23].C(N(CC)C(C)C)(C)C.CCOC(C(C#N)=NOC(N1CCOCC1)=[N+](C)C)=O.F[P-](F)(F)(F)(F)F. Product: [NH2:1][C:2]1[N:3]=[CH:4][C:5]2[CH2:11][N:10]([C:12]3[CH:13]=[C:14]([CH:18]=[CH:19][CH:20]=3)[C:15]([NH:28][C:27]3[CH:29]=[CH:30][C:24]([CH2:21][CH2:22][CH3:23])=[CH:25][CH:26]=3)=[O:16])[CH2:9][CH2:8][C:6]=2[N:7]=1. The catalyst class is: 18.